From a dataset of Human liver microsome stability data. Regression/Classification. Given a drug SMILES string, predict its absorption, distribution, metabolism, or excretion properties. Task type varies by dataset: regression for continuous measurements (e.g., permeability, clearance, half-life) or binary classification for categorical outcomes (e.g., BBB penetration, CYP inhibition). Dataset: hlm. (1) The compound is COc1ccc2nc3cc(Cl)ccc3c(N=C(C)NCCCN(C)C)c2n1. The result is 0 (unstable in human liver microsomes). (2) The compound is CC(C)(C)[C@@H](CO)NC(=O)c1nn(-c2cnccn2)c2c1C[C@H]1C[C@@H]21. The result is 0 (unstable in human liver microsomes).